From a dataset of Forward reaction prediction with 1.9M reactions from USPTO patents (1976-2016). Predict the product of the given reaction. (1) Given the reactants [CH2:1]([N:3]1[CH:7]=[C:6]([C:8]2[S:16][C:15]3[C:10](=[N:11][CH:12]=[CH:13][C:14]=3[O:17][C:18]3[CH:23]=[CH:22][C:21]([NH2:24])=[CH:20][C:19]=3[F:25])[CH:9]=2)[N:5]=[CH:4]1)[CH3:2].F[C:55]1[CH:60]=[C:59](NC(=O)CC(N[C:55]2[CH:60]=[CH:59][CH:58]=[CH:57][C:56]=2[O:61][CH3:62])=O)[CH:58]=[CH:57][C:56]=1[O:61][C:62]1C=CN=C2C=C(C3N(C)C=CN=3)SC=12.COC1C=CC=CC=1NC(=O)CC(O)=O.COC1C=CC=CC=1[NH:87][C:88]([C:90]1([C:93](O)=[O:94])[CH2:92][CH2:91]1)=[O:89], predict the reaction product. The product is: [CH2:1]([N:3]1[CH:7]=[C:6]([C:8]2[S:16][C:15]3[C:10](=[N:11][CH:12]=[CH:13][C:14]=3[O:17][C:18]3[CH:23]=[CH:22][C:21]([N:24]([C:57]4[CH:58]=[CH:59][CH:60]=[CH:55][C:56]=4[O:61][CH3:62])[C:93]([C:90]4([C:88]([NH2:87])=[O:89])[CH2:92][CH2:91]4)=[O:94])=[CH:20][C:19]=3[F:25])[CH:9]=2)[N:5]=[CH:4]1)[CH3:2]. (2) Given the reactants C([N:3]1[CH2:8][CH2:7][N:6]([C:9]2[C:18]3[C:13](=[CH:14][CH:15]=[CH:16][CH:17]=3)[CH:12]=[C:11]([C:19]3[CH:24]=[CH:23][C:22]([S:25]([CH2:28][CH2:29][CH3:30])(=[O:27])=[O:26])=[CH:21][CH:20]=3)[N:10]=2)[CH2:5][CH2:4]1)=O.[OH-].[Na+], predict the reaction product. The product is: [N:6]1([C:9]2[C:18]3[C:13](=[CH:14][CH:15]=[CH:16][CH:17]=3)[CH:12]=[C:11]([C:19]3[CH:20]=[CH:21][C:22]([S:25]([CH2:28][CH2:29][CH3:30])(=[O:27])=[O:26])=[CH:23][CH:24]=3)[N:10]=2)[CH2:7][CH2:8][NH:3][CH2:4][CH2:5]1. (3) Given the reactants [NH:1]([C:13]([O:15][CH2:16][CH:17]1[C:29]2[C:24](=[CH:25][CH:26]=[CH:27][CH:28]=2)[C:23]2[C:18]1=[CH:19][CH:20]=[CH:21][CH:22]=2)=[O:14])[C@H:2]([C:10](O)=[O:11])[CH2:3][S:4][CH2:5][NH:6][C:7]([CH3:9])=[O:8].C1C=CC2N(O)N=NC=2C=1.[NH2:40][C@H:41]([C:48]([O:50][C:51]([CH3:54])([CH3:53])[CH3:52])=[O:49])[C:42]1[CH:47]=[CH:46][CH:45]=[CH:44][CH:43]=1.CC(C)N=C=NC(C)C, predict the reaction product. The product is: [NH:1]([C:13]([O:15][CH2:16][CH:17]1[C:18]2[C:23](=[CH:22][CH:21]=[CH:20][CH:19]=2)[C:24]2[C:29]1=[CH:28][CH:27]=[CH:26][CH:25]=2)=[O:14])[C@H:2]([C:10]([NH:40][C@H:41]([C:48]([O:50][C:51]([CH3:54])([CH3:53])[CH3:52])=[O:49])[C:42]1[CH:47]=[CH:46][CH:45]=[CH:44][CH:43]=1)=[O:11])[CH2:3][S:4][CH2:5][NH:6][C:7]([CH3:9])=[O:8].